Dataset: Forward reaction prediction with 1.9M reactions from USPTO patents (1976-2016). Task: Predict the product of the given reaction. Given the reactants I[C:2]1[CH:3]=[C:4]([C:10](=[O:12])[CH3:11])[CH:5]=[CH:6][C:7]=1[O:8][CH3:9].[CH2:13]([NH:16][C:17](=[O:26])[O:18][CH2:19][C:20]1[CH:25]=[CH:24][CH:23]=[CH:22][CH:21]=1)[C:14]#[CH:15].O, predict the reaction product. The product is: [CH2:19]([O:18][C:17](=[O:26])[NH:16][CH2:13][C:14]#[C:15][C:2]1[CH:3]=[C:4]([C:10](=[O:12])[CH3:11])[CH:5]=[CH:6][C:7]=1[O:8][CH3:9])[C:20]1[CH:25]=[CH:24][CH:23]=[CH:22][CH:21]=1.